Dataset: Forward reaction prediction with 1.9M reactions from USPTO patents (1976-2016). Task: Predict the product of the given reaction. (1) Given the reactants [CH:1]1([C:4]2[C:5]([C:18](OC)=[O:19])=[CH:6][C:7]([F:17])=[C:8]([CH:16]=2)[C:9]([O:11][C:12]([CH3:15])([CH3:14])[CH3:13])=[O:10])[CH2:3][CH2:2]1.CO.[BH4-].[Na+], predict the reaction product. The product is: [CH:1]1([C:4]2[C:5]([CH2:18][OH:19])=[CH:6][C:7]([F:17])=[C:8]([CH:16]=2)[C:9]([O:11][C:12]([CH3:14])([CH3:15])[CH3:13])=[O:10])[CH2:3][CH2:2]1. (2) The product is: [ClH:2].[Cl:2][C:3]1[CH:11]=[CH:10][C:6]([C:7]([NH:39][CH2:40][CH2:41][N:42]2[CH2:46][CH2:45][CH2:44][CH2:43]2)=[O:9])=[CH:5][C:4]=1[O:12][C:13]1[CH:18]=[CH:17][N:16]=[C:15]([NH:19][C:20]2[S:21][CH:22]=[C:23]([CH3:25])[N:24]=2)[CH:14]=1. Given the reactants Cl.[Cl:2][C:3]1[CH:11]=[CH:10][C:6]([C:7]([OH:9])=O)=[CH:5][C:4]=1[O:12][C:13]1[CH:18]=[CH:17][N:16]=[C:15]([NH:19][C:20]2[S:21][CH:22]=[C:23]([CH3:25])[N:24]=2)[CH:14]=1.C(N(CC)CC)C.C(Cl)(=O)OCC.[NH2:39][CH2:40][CH2:41][N:42]1[CH2:46][CH2:45][CH2:44][CH2:43]1, predict the reaction product.